Dataset: Forward reaction prediction with 1.9M reactions from USPTO patents (1976-2016). Task: Predict the product of the given reaction. Given the reactants Cl[C:2]1[C:11]([C:12]2[NH:16][N:15]=[N:14][N:13]=2)=[C:10]([C:17]2[CH:22]=[CH:21][CH:20]=[CH:19][CH:18]=2)[C:9]2[C:4](=[CH:5][C:6]([F:24])=[C:7]([Cl:23])[CH:8]=2)[N:3]=1.Cl.[F:26][C:27]1([F:31])[CH2:30][NH:29][CH2:28]1, predict the reaction product. The product is: [Cl:23][C:7]1[CH:8]=[C:9]2[C:4](=[CH:5][C:6]=1[F:24])[N:3]=[C:2]([N:29]1[CH2:30][C:27]([F:31])([F:26])[CH2:28]1)[C:11]([C:12]1[N:13]=[N:14][NH:15][N:16]=1)=[C:10]2[C:17]1[CH:18]=[CH:19][CH:20]=[CH:21][CH:22]=1.